This data is from Forward reaction prediction with 1.9M reactions from USPTO patents (1976-2016). The task is: Predict the product of the given reaction. (1) Given the reactants Cl[C:2]1[C:11]2[C:6](=[CH:7][CH:8]=[CH:9][CH:10]=2)[N:5]=[C:4]([N:12]2[CH2:18][C:17]3[CH:19]=[CH:20][CH:21]=[CH:22][C:16]=3[O:15][CH2:14][CH2:13]2)[CH:3]=1.[CH2:23]([NH2:26])[CH2:24][NH2:25], predict the reaction product. The product is: [O:15]1[C:16]2[CH:22]=[CH:21][CH:20]=[CH:19][C:17]=2[CH2:18][N:12]([C:4]2[CH:3]=[C:2]([NH:25][CH2:24][CH2:23][NH2:26])[C:11]3[C:6](=[CH:7][CH:8]=[CH:9][CH:10]=3)[N:5]=2)[CH2:13][CH2:14]1. (2) The product is: [NH2:27][C:24]1[CH:23]=[N:22][C:21]([C:17]2[CH:16]=[C:15]([CH:20]=[CH:19][CH:18]=2)[CH2:14][C:9]2[C:10](=[O:13])[CH:11]=[CH:12][N:7]([C:5]3[CH:4]=[N:3][N:2]([CH3:1])[CH:6]=3)[N:8]=2)=[N:26][CH:25]=1. Given the reactants [CH3:1][N:2]1[CH:6]=[C:5]([N:7]2[CH:12]=[CH:11][C:10](=[O:13])[C:9]([CH2:14][C:15]3[CH:16]=[C:17]([C:21]4[N:26]=[CH:25][C:24]([NH:27]C(=O)OC(C)(C)C)=[CH:23][N:22]=4)[CH:18]=[CH:19][CH:20]=3)=[N:8]2)[CH:4]=[N:3]1.C(O)(C(F)(F)F)=O, predict the reaction product. (3) Given the reactants C[O-].[Na+].[CH2:4]([OH:7])[CH2:5][OH:6].[Cl:8][C:9]1[CH:16]=[CH:15][CH:14]=[C:13]([Cl:17])[C:10]=1[CH2:11]Br, predict the reaction product. The product is: [Cl:8][C:9]1[CH:16]=[CH:15][CH:14]=[C:13]([Cl:17])[C:10]=1[CH2:11][O:6][CH2:5][CH2:4][OH:7]. (4) Given the reactants [CH2:1]([C:3]1[CH:8]([CH3:9])[O:7][CH:6]([C:10]2[CH:15]=[CH:14][N:13]=[CH:12][C:11]=2[N+:16]([O-:18])=[O:17])[CH2:5][C:4]=1[O:19][Si](C)(C)C)[CH3:2].CC1(C)O[O:26]1.C1CCCCC=1, predict the reaction product. The product is: [CH2:1]([C:3]1([OH:26])[C:4](=[O:19])[CH2:5][C@@H:6]([C:10]2[CH:15]=[CH:14][N:13]=[CH:12][C:11]=2[N+:16]([O-:18])=[O:17])[O:7][C@H:8]1[CH3:9])[CH3:2]. (5) Given the reactants [Cl:1][C:2]1[CH:7]=[CH:6][C:5](/[CH:8]=[CH:9]/[C:10]([C:12]2[CH:13]=[CH:14][C:15](=[O:19])[N:16]([CH3:18])[CH:17]=2)=[O:11])=[C:4]([CH3:20])[CH:3]=1.CC1(C)C(C)(C)OB([C:29]2[CH:35]=[CH:34][C:32]([NH2:33])=[CH:31][CH:30]=2)O1.C(=O)([O-])O.[Na+], predict the reaction product. The product is: [NH2:33][C:32]1[CH:34]=[CH:35][C:29]([CH:8]([C:5]2[CH:6]=[CH:7][C:2]([Cl:1])=[CH:3][C:4]=2[CH3:20])[CH2:9][C:10]([C:12]2[CH:13]=[CH:14][C:15](=[O:19])[N:16]([CH3:18])[CH:17]=2)=[O:11])=[CH:30][CH:31]=1. (6) Given the reactants C[O:2][C:3]1[CH:12]=[CH:11][C:10]2[C:5](=[CH:6][C:7]([C:13]3[CH:18]=[CH:17][CH:16]=[CH:15][CH:14]=3)=[CH:8][CH:9]=2)[CH:4]=1.Cl.[NH+]1C=CC=CC=1, predict the reaction product. The product is: [C:13]1([C:7]2[CH:6]=[C:5]3[C:10]([CH:11]=[CH:12][C:3]([OH:2])=[CH:4]3)=[CH:9][CH:8]=2)[CH:18]=[CH:17][CH:16]=[CH:15][CH:14]=1.